This data is from Reaction yield outcomes from USPTO patents with 853,638 reactions. The task is: Predict the reaction yield, written as a fraction of the theoretical maximum amount of product (1.0 means a 100% yield; for example, 0.34 means a 34% yield). (1) The reactants are [F:1][C:2]([F:11])([F:10])[C:3]1[CH:4]=[C:5]([OH:9])[CH:6]=[CH:7][CH:8]=1.F[C:13]1[CH:20]=[CH:19][C:18]([CH:21]=[O:22])=[CH:17][C:14]=1[C:15]#[N:16].C([O-])([O-])=O.[K+].[K+]. The catalyst is CN(C=O)C. The product is [CH:21]([C:18]1[CH:19]=[CH:20][C:13]([O:9][C:5]2[CH:6]=[CH:7][CH:8]=[C:3]([C:2]([F:10])([F:11])[F:1])[CH:4]=2)=[C:14]([CH:17]=1)[C:15]#[N:16])=[O:22]. The yield is 1.07. (2) The reactants are [Cl:1]N1C(=O)CCC1=O.[CH3:9][O:10][C:11]([C:13]1[CH:21]=[C:20]2[C:16]([C:17]3[CH:25]=[C:24]([CH3:26])[CH:23]=[N:22][C:18]=3[NH:19]2)=[C:15]([C:27]2[CH:32]=[CH:31][CH:30]=[C:29]([S:33]([CH2:36][CH3:37])(=[O:35])=[O:34])[CH:28]=2)[CH:14]=1)=[O:12]. The catalyst is C(Cl)Cl.CC(O)=O. The product is [CH3:9][O:10][C:11]([C:13]1[CH:21]=[C:20]2[C:16]([C:17]3[CH:25]=[C:24]([CH3:26])[CH:23]=[N:22][C:18]=3[NH:19]2)=[C:15]([C:27]2[CH:32]=[CH:31][CH:30]=[C:29]([S:33]([CH2:36][CH3:37])(=[O:35])=[O:34])[CH:28]=2)[C:14]=1[Cl:1])=[O:12]. The yield is 0.370. (3) The reactants are Cl[C:2]1[N:11]=[C:10]([NH:12][CH2:13][C:14]([C:22]2[CH:27]=[CH:26][CH:25]=[CH:24][CH:23]=2)([C:16]2[CH:21]=[CH:20][CH:19]=[CH:18][CH:17]=2)[CH3:15])[C:9]2[C:4](=[CH:5][CH:6]=[CH:7][CH:8]=2)[N:3]=1.[N:28]1[CH:29]=[CH:30][N:31]2[CH:36]=[C:35](B(O)O)[CH:34]=[CH:33][C:32]=12.C(NC1C2C(=CC=CC=2)N=C(C2SC3C=CC=CC=3C=2)N=1)(C1C=CC=CC=1)C1C=CC=CC=1. The catalyst is C(Cl)(Cl)Cl.CO. The product is [C:16]1([C:14]([C:22]2[CH:27]=[CH:26][CH:25]=[CH:24][CH:23]=2)([CH3:15])[CH2:13][NH:12][C:10]2[C:9]3[C:4](=[CH:5][CH:6]=[CH:7][CH:8]=3)[N:3]=[C:2]([C:35]3[CH:34]=[CH:33][C:32]4[N:31]([CH:30]=[CH:29][N:28]=4)[CH:36]=3)[N:11]=2)[CH:21]=[CH:20][CH:19]=[CH:18][CH:17]=1. The yield is 0.240. (4) The reactants are [C:1](/[C:3](=[C:7]1/[C:8]2[CH:27]=[CH:26][CH:25]=[CH:24][C:9]=2[O:10][CH2:11][C:12]2[CH:17]=[C:16]([C:18](OCCC)=[O:19])[CH:15]=[CH:14][C:13]/1=2)/[CH2:4][CH2:5][CH3:6])#[N:2].C(/C(=C1\C2C=CC=CC=2OCC2C=C(C(OCCC)=O)C=CC\1=2)/CCC)#N.C(C1(/C=C2\C3C=CC=CC=3OCC3C=C(C(OCCC)=O)C=CC\2=3)CC1)#N. No catalyst specified. The product is [OH:19][CH2:18][C:16]1[CH:15]=[CH:14][C:13]2/[C:7](=[C:3](/[CH2:4][CH2:5][CH3:6])\[C:1]#[N:2])/[C:8]3[CH:27]=[CH:26][CH:25]=[CH:24][C:9]=3[O:10][CH2:11][C:12]=2[CH:17]=1. The yield is 0.410. (5) The reactants are [CH:1]1([N:6]2[CH2:11][CH2:10][N:9]([C:12]([C:14]3[CH:15]=[C:16]4[C:20](=[CH:21][CH:22]=3)[NH:19][C:18]([C:23]([N:25]3[CH2:30][CH2:29][C:28]([F:32])([F:31])[CH2:27][CH2:26]3)=[O:24])=[CH:17]4)=[O:13])[CH2:8][CH2:7]2)[CH2:5][CH2:4][CH2:3][CH2:2]1.[C:33]([C:35]1[CH:40]=[CH:39][C:38](B(O)O)=[CH:37][CH:36]=1)#[N:34].N1C=CC=CC=1. The catalyst is ClCCl.C([O-])(=O)C.[Cu+2].C([O-])(=O)C. The product is [CH:1]1([N:6]2[CH2:7][CH2:8][N:9]([C:12]([C:14]3[CH:15]=[C:16]4[C:20](=[CH:21][CH:22]=3)[N:19]([C:38]3[CH:39]=[CH:40][C:35]([C:33]#[N:34])=[CH:36][CH:37]=3)[C:18]([C:23]([N:25]3[CH2:26][CH2:27][C:28]([F:31])([F:32])[CH2:29][CH2:30]3)=[O:24])=[CH:17]4)=[O:13])[CH2:10][CH2:11]2)[CH2:5][CH2:4][CH2:3][CH2:2]1. The yield is 0.190. (6) The reactants are [CH3:1][O:2][C:3]1[N:8]=[CH:7][C:6]([OH:9])=[CH:5][CH:4]=1.C([Mg]Cl)(C)C.[Br:15][C:16]1[CH:24]=[CH:23][CH:22]=[C:21]2[C:17]=1[C:18](=[O:26])[C:19](=[O:25])[NH:20]2. The catalyst is O1CCCC1. The product is [Br:15][C:16]1[CH:24]=[CH:23][CH:22]=[C:21]2[C:17]=1[C:18]([OH:26])([C:7]1[C:6]([OH:9])=[CH:5][CH:4]=[C:3]([O:2][CH3:1])[N:8]=1)[C:19](=[O:25])[NH:20]2. The yield is 0.670. (7) The reactants are C(OC(=O)[NH:7][C:8]1[CH:9]=[N:10][C:11]([Cl:20])=[CH:12][C:13]=1[C:14]#[C:15][C:16]([CH3:19])([CH3:18])[CH3:17])(C)(C)C.CCCC[N+](CCCC)(CCCC)CCCC.[F-]. The catalyst is C1COCC1. The product is [C:16]([C:15]1[NH:7][C:8]2=[CH:9][N:10]=[C:11]([Cl:20])[CH:12]=[C:13]2[CH:14]=1)([CH3:19])([CH3:18])[CH3:17]. The yield is 0.870.